Dataset: Full USPTO retrosynthesis dataset with 1.9M reactions from patents (1976-2016). Task: Predict the reactants needed to synthesize the given product. (1) Given the product [C:15]([CH:12]1[O:16][C:17](=[O:39])[NH:18][C@@:19]1([CH2:20][CH2:21][C:22]1[CH:23]=[CH:24][C:25]([O:28][CH2:29][CH2:30][CH2:31][CH2:32][CH2:33][CH2:34][CH3:35])=[CH:26][CH:27]=1)[CH3:37])#[CH:1], predict the reactants needed to synthesize it. The reactants are: [CH3:1][Si](C#C)(C)C.C([Li])CCC.[C:12]([O:16][C:17](=[O:39])[NH:18][C@:19]([CH:37]=O)(C)[CH2:20][CH2:21][C:22]1[CH:27]=[CH:26][C:25]([O:28][CH2:29][CH2:30][CH2:31][CH2:32][CH2:33][CH2:34][CH3:35])=[CH:24][CH:23]=1)([CH3:15])(C)C. (2) The reactants are: [CH3:1][C:2]1[N:9]2[C:5]([O:6][C:7]([C:10]3[CH:16]=[CH:15][C:13]([NH2:14])=[CH:12][CH:11]=3)=[N:8]2)=[CH:4][N:3]=1.[C:17](=C1C=CC=CN1)=[S:18]. Given the product [N:14]([C:13]1[CH:15]=[CH:16][C:10]([C:7]2[O:6][C:5]3=[CH:4][N:3]=[C:2]([CH3:1])[N:9]3[N:8]=2)=[CH:11][CH:12]=1)=[C:17]=[S:18], predict the reactants needed to synthesize it.